This data is from Full USPTO retrosynthesis dataset with 1.9M reactions from patents (1976-2016). The task is: Predict the reactants needed to synthesize the given product. (1) Given the product [NH2:30][C:6]1[C:5]2[C:10](=[CH:11][C:12]([O:13][CH3:14])=[C:3]([O:2][CH3:1])[CH:4]=2)[N:9]=[C:8]([N:15]([CH2:17][C:18]2([C:24]3[CH:29]=[CH:28][CH:27]=[CH:26][CH:25]=3)[CH2:19][CH2:20][N:21]([C:39]([CH:36]3[CH2:38][CH2:37]3)=[O:40])[CH2:22][CH2:23]2)[CH3:16])[N:7]=1, predict the reactants needed to synthesize it. The reactants are: [CH3:1][O:2][C:3]1[CH:4]=[C:5]2[C:10](=[CH:11][C:12]=1[O:13][CH3:14])[N:9]=[C:8]([N:15]([CH2:17][C:18]1([C:24]3[CH:29]=[CH:28][CH:27]=[CH:26][CH:25]=3)[CH2:23][CH2:22][NH:21][CH2:20][CH2:19]1)[CH3:16])[N:7]=[C:6]2[NH2:30].C(=O)(O)[O-].[Na+].[CH:36]1([C:39](Cl)=[O:40])[CH2:38][CH2:37]1. (2) Given the product [C:3]([O-:20])(=[O:19])[CH2:4][CH2:5][CH2:6][CH2:7][CH2:8][CH2:9][CH2:10][CH2:11][CH2:12][CH2:13][CH2:14][CH2:15][CH2:16][CH2:17][CH3:18].[Na+:2], predict the reactants needed to synthesize it. The reactants are: [OH-].[Na+:2].[C:3]([OH:20])(=[O:19])[CH2:4][CH2:5][CH2:6][CH2:7][CH2:8][CH2:9][CH2:10][CH2:11][CH2:12][CH2:13][CH2:14][CH2:15][CH2:16][CH2:17][CH3:18]. (3) Given the product [CH3:3][CH:4]1[CH2:8][CH2:7][CH2:6][N:5]1[CH2:9][CH2:10][CH2:11][O:12][C:13]1[CH:14]=[CH:15][C:16]([C:19]2[S:20][C:21]3[CH2:22][N:23]([CH2:29][CH2:30][OH:31])[CH2:24][CH2:25][C:26]=3[N:27]=2)=[CH:17][CH:18]=1, predict the reactants needed to synthesize it. The reactants are: [H-].[Na+].[CH3:3][CH:4]1[CH2:8][CH2:7][CH2:6][N:5]1[CH2:9][CH2:10][CH2:11][O:12][C:13]1[CH:18]=[CH:17][C:16]([C:19]2[S:20][C:21]3[CH2:22][NH:23][CH2:24][CH2:25][C:26]=3[N:27]=2)=[CH:15][CH:14]=1.Br[CH2:29][CH2:30][OH:31].ClCCl. (4) Given the product [N:1]1[CH:6]=[CH:5][CH:4]=[CH:3][C:2]=1[CH2:7][CH2:8][NH:9][C:10]1[S:11][CH:14]=[C:15]([C:16]([OH:18])=[O:17])[N:12]=1, predict the reactants needed to synthesize it. The reactants are: [N:1]1[CH:6]=[CH:5][CH:4]=[CH:3][C:2]=1[CH2:7][CH2:8][NH:9][C:10]([NH2:12])=[S:11].Br[CH2:14][C:15](=O)[C:16]([OH:18])=[O:17]. (5) Given the product [CH3:15][S:16][C:17]1[S:18][C:19]([N+:23]([O-:25])=[O:24])=[C:20]([NH:22][C:2]2[C:7]3[C:8]4[CH2:14][CH2:13][CH2:12][CH2:11][C:9]=4[Se:10][C:6]=3[N:5]=[CH:4][N:3]=2)[N:21]=1, predict the reactants needed to synthesize it. The reactants are: Cl[C:2]1[C:7]2[C:8]3[CH2:14][CH2:13][CH2:12][CH2:11][C:9]=3[Se:10][C:6]=2[N:5]=[CH:4][N:3]=1.[CH3:15][S:16][C:17]1[S:18][C:19]([N+:23]([O-:25])=[O:24])=[C:20]([NH2:22])[N:21]=1.[OH-].[Na+]. (6) Given the product [F:1][C@H:2]1[C@@H:7]([O:8][C:9]2[C:16]([CH3:17])=[CH:15][C:14]([C:18]3[N:23]=[C:22]([NH:24][C:25]4[CH:26]=[CH:27][C:28]([N:31]5[CH2:32][CH2:33][N:34]([CH:37]6[CH2:38][O:39][CH2:40]6)[CH2:35][CH2:36]5)=[CH:29][CH:30]=4)[N:21]=[CH:20][N:19]=3)=[CH:13][C:10]=2[C:11]#[N:12])[CH2:6][CH2:5][N:4]([C:76](=[O:77])[C@@H:75]([OH:74])[CH3:79])[CH2:3]1, predict the reactants needed to synthesize it. The reactants are: [F:1][C@H:2]1[C@@H:7]([O:8][C:9]2[C:16]([CH3:17])=[CH:15][C:14]([C:18]3[N:23]=[C:22]([NH:24][C:25]4[CH:30]=[CH:29][C:28]([N:31]5[CH2:36][CH2:35][N:34]([CH:37]6[CH2:40][O:39][CH2:38]6)[CH2:33][CH2:32]5)=[CH:27][CH:26]=4)[N:21]=[CH:20][N:19]=3)=[CH:13][C:10]=2[C:11]#[N:12])[CH2:6][CH2:5][NH:4][CH2:3]1.CN(C(ON1N=NC2C=CC=NC1=2)=[N+](C)C)C.F[P-](F)(F)(F)(F)F.CCN(C(C)C)C(C)C.[OH:74][C@@H:75]([CH3:79])[C:76](O)=[O:77].